This data is from Drug-target binding data from BindingDB using IC50 measurements. The task is: Regression. Given a target protein amino acid sequence and a drug SMILES string, predict the binding affinity score between them. We predict pIC50 (pIC50 = -log10(IC50 in M); higher means more potent). Dataset: bindingdb_ic50. (1) The small molecule is CCC(CC)O[C@@H]1C=C(C(=O)O)C[C@H](NC/C=C/c2ccccc2)[C@H]1NC(C)=O. The target protein (P03469) has sequence MNPNQKIITIGSICMAIGIISLILQIGNIISIWVSHSIQTGSQNHTGICNQRIITYENSTWVNQTYVNISNTNVVAGKDTTSMTLAGNSSLCPIRGWAIYSKDNSIRIGSKGDVFVIREPFISCSHLECRTFFLTQGALLNDKHSNGTVKDRSPYRALMSCPIGEAPSPYNSRFESVAWSASACHDGMGWLTIGISGPDDGAVAVLKYNGIITETIKSWRKQILRTQESECVCVNGSCFTIMTDGPSDGPASYRIFKIEKGKITKSIELDAPNSHYEECSCYPDTGTVMCVCRDNWHGSNRPWVSFNQNLDYQIGYICSGVFGDNPRPKDGKGSCDPVNVDGADGVKGFSYRYGNGVWIGRTKSNSSRKGFEMIWDPNGWTDTDSNFLVKQDVVAMTDWSGYSGSFVQHPELTGLDCMRPCFWVELIRGRPREKTTIWTSGSSISFCGVNSDTVNWSWPDGAELPFTIDK. The pIC50 is 7.3. (2) The drug is CCc1nnc(-c2ccc(-c3ccccc3)cc2)n1-c1cccc(C#N)c1C. The target protein (P58295) has sequence MDCSAPKEMNKPPTNILEATVPGHRDSPRAPRTSPEQDLPAAAPAAAVQPPRVPRSASTGAQTFQSADARACEAQRPGVGFCKLSSPQAQATSAALRDLSEGHSAQANPPSGAAGAGNALHCKIPALRGPEEDENVSVGKGTLEHNNTPAVGWVNMSQSTVVLGTDGIASVLPGSVATTTIPEDEQGDENKARGNWSSKLDFILSMVGYAVGLGNVWRFPYLAFQNGGGAFLIPYLMMLALAGLPIFFLEVSLGQFASQGPVSVWKAIPALQGCGIAMLIISVLIAIYYNVIICYTLFYLFASFVSVLPWGSCNNPWNTPECKDKTKLLLDSCVIGDHPKIQIKNSTFCMTAYPNLTMVNFTSQANKTFVSGSEEYFKYFVLKISAGIEYPGEIRWPLAFCLFLAWVIVYASLAKGIKTSGKVVYFTATFPYVVLVILLIRGVTLPGAGAGIWYFITPKWEKLTDATVWKDAATQIFFSLSAAWGGLITLSSYNKFHNNC.... The pIC50 is 4.5. (3) The drug is O=c1[nH]sc2c1c(=O)c1cc(F)c(-c3cc4ccccc4[nH]3)cc1n2C1CC1. The target protein (P0C1U9) has sequence MSEIIQDLSLEDVLGDRFGRYSKYIIQERALPDVRDGLKPVQRRILYAMYSSGNTHDKNFRKSAKTVGDVIGQYHPHGDFSVYKAMVRLSQDWKLRHVLIEMHGNNGSIDNDPPAAMRYTEAKLSLLAEELLRDINKETVSFIPNYDDTTLEPMVLPSRFPNLLVNGSTGISAGYATDIPPHNLAEVIQATLKYIDNPDITVNQLMKYIKGPDFPTGGIIQGIDGIKKAYESGKGRIIVRSKVEEETLRNGRKQLIITEIPYEVNKSSLVKRIDELRADKKVDGIVEVRDETDRTGLRIAIELKKDVNSESIKNYLYKNSDLQISYNFNMVAISDGRPKLMGIRQIIDSYLNHQIEVVANRTKFELDNAEKRMHIVEGLIKALSILDKVIELIRSSKNKRDAKENLIEVFEFTEEQAEAIVMLQLYRLTNTDIVALEGEHKELEALIKQLRHILDNHDALLNVIKEELNEIKKKFKSERLSLIEAEIEEIKIDKEVMVPS.... The pIC50 is 5.5. (4) The small molecule is O=c1c(O)c(CN2CCN(Cc3ccccc3)CC2)ccn1Cc1ccccc1. The target protein sequence is LRPNGQTKPLPALKLALEYIVPCMNKHGICVVDDFLGKETGQQIGDEVRALHDTGKFTDGQLVSQKSDSSKDIRGDKITWIEGKEPGCETIGLLMSSMDDLIRHCNGKLGSYKINGRTKAMVACYPGNGTGYVRHVDNPNGDGRCVTCIYYLNKDWDAKVSGGILRIFPEGKAQFADIEPKFDRLLFFWSDRRNPHEVQPAYATRYAITVWYFDADERARAKVKYLTGEKGVRVELNKPSDSVGKDVF. The pIC50 is 4.8. (5) The compound is CCC(CC)NC(=O)C[C@@H](C(=O)NC[C@@H](O)[C@H](Cc1ccccc1)NC(=O)[C@@H](NC(=O)c1ccc2ccccc2n1)C(C)C)C(C)(C)C. The target protein sequence is PQFSLWKRPVVTAYIEGQPVEVLLDTGADDSIVAGIELGNNYSPKIVGGIGGFINTKEYKNVEIEVLNKKVRATIMTGDTPINIFGRNILTALGMSLNL. The pIC50 is 7.4. (6) The drug is N#Cc1cnccc1COc1cnc(N2CCN(C(=O)OC3CC(F)(F)C3(F)F)CC2)nc1. The target protein (Q7TQP3) has sequence MESSFSFGVILAVLTILIIAVNALVVVAMLLSIYKNDGVGLCFTLNLAVADTLIGVAISGLVTDQLSSSAQHTQKTLCSLRMAFVTSSAAASVLTVMLIAFDRYLAIKQPLRYFQIMNGLVAGACIAGLWLVSYLIGFLPLGVSIFQQTTYHGPCSFFAVFHPRFVLTLSCAGFFPAVLLFVFFYCDMLKIASVHSQQIRKMEHAGAMAGAYRPPRSVNDFKAVRTIAVLIGSFTLSWSPFLITSIVQVACHKCCLYQVLEKYLWLLGVGNSLLNPLIYAYWQREVRQQLYHMALGVKKFFTSILLLLPARNRGPERTRESAYHIVTISHPELDG. The pIC50 is 6.1. (7) The drug is COc1ccc(C(=O)Nc2cccc(CNc3ncnc4c(C(N)=O)cccc34)c2)cc1OC. The target protein (Q96GD4) has sequence MAQKENSYPWPYGRQTAPSGLSTLPQRVLRKEPVTPSALVLMSRSNVQPTAAPGQKVMENSSGTPDILTRHFTIDDFEIGRPLGKGKFGNVYLAREKKSHFIVALKVLFKSQIEKEGVEHQLRREIEIQAHLHHPNILRLYNYFYDRRRIYLILEYAPRGELYKELQKSCTFDEQRTATIMEELADALMYCHGKKVIHRDIKPENLLLGLKGELKIADFGWSVHAPSLRRKTMCGTLDYLPPEMIEGRMHNEKVDLWCIGVLCYELLVGNPPFESASHNETYRRIVKVDLKFPASVPMGAQDLISKLLRHNPSERLPLAQVSAHPWVRANSRRVLPPSALQSVA. The pIC50 is 9.4.